This data is from Full USPTO retrosynthesis dataset with 1.9M reactions from patents (1976-2016). The task is: Predict the reactants needed to synthesize the given product. (1) Given the product [CH:91]1[C:90]2[NH:89][CH:87]=[C:96]([O:12][C@@H:11]3[O:4][C@H:3]([CH2:2][OH:13])[C@H:5]([OH:6])[C@H:7]([OH:8])[C@H:9]3[OH:10])[C:95]=2[C:94]([Cl:14])=[C:93]([Br:98])[CH:92]=1, predict the reactants needed to synthesize it. The reactants are: O=[C:2]([O-:13])[C@@H:3]([C@H:5]([C@@H:7]([C@@H:9]([CH2:11][OH:12])[OH:10])[OH:8])[OH:6])[OH:4].[Cl-:14].[K+].[Mg+2].[Cl-].[Cl-].C1N(CCO)CCN(CCS(O)(=O)=O)C1.C(N(CC(O)=O)CC(O)=O)COCCOCCN(CC(O)=O)CC(O)=O.[Cl-].[Cl-].[Ca+2].O=C[C@@H]([C@H]([C@@H]([C@@H](CO)O)O)O)O.[OH-].[K+].[Cl-].[Cs+].CC[N+](C[C:87]([NH:89][C:90]1[C:95]([CH3:96])=[CH:94][CH:93]=[CH:92][C:91]=1C)=O)(CC)CC.[Br-:98].[Na+].[Cl-]. (2) Given the product [F:25][C:26]1[CH:34]=[CH:33][CH:32]=[C:31]([F:35])[C:27]=1[C:28]([N:21]1[CH2:20][CH2:19][N:18]([C:10]2[C:9]([CH3:8])=[CH:14][C:13]([N+:15]([O-:17])=[O:16])=[CH:12][N:11]=2)[CH2:23][CH2:22]1)=[O:29], predict the reactants needed to synthesize it. The reactants are: C(N(CC)CC)C.[CH3:8][C:9]1[C:10]([N:18]2[CH2:23][CH2:22][NH:21][CH2:20][CH2:19]2)=[N:11][CH:12]=[C:13]([N+:15]([O-:17])=[O:16])[CH:14]=1.Cl.[F:25][C:26]1[CH:34]=[CH:33][CH:32]=[C:31]([F:35])[C:27]=1[C:28](Cl)=[O:29]. (3) Given the product [C:8]1([C:2]([N:14]2[CH2:19][CH2:18][CH2:17][CH2:16][CH2:15]2)([CH3:7])[C:3]([O:5][CH3:6])=[O:4])[CH:13]=[CH:12][CH:11]=[CH:10][CH:9]=1, predict the reactants needed to synthesize it. The reactants are: Br[C:2]([C:8]1[CH:13]=[CH:12][CH:11]=[CH:10][CH:9]=1)([CH3:7])[C:3]([O:5][CH3:6])=[O:4].[NH:14]1[CH2:19][CH2:18][CH2:17][CH2:16][CH2:15]1. (4) Given the product [Cl:1][C:2]1[C:3]([C:8]([OH:10])=[O:9])=[C:4]([CH3:7])[S:5][CH:6]=1, predict the reactants needed to synthesize it. The reactants are: [Cl:1][C:2]1[C:3]([C:8]([O:10]CC)=[O:9])=[C:4]([CH3:7])[S:5][CH:6]=1.[OH-].[Na+]. (5) Given the product [NH:1]1[C:9]2[C:4](=[CH:5][CH:6]=[CH:7][CH:8]=2)[C:3](/[CH:10]=[CH:11]/[C:12]2[CH:20]=[CH:19][CH:18]=[CH:17][C:13]=2[C:14]([NH:28][CH2:29][C:30]2[S:31][CH:32]=[CH:33][CH:34]=2)=[O:16])=[N:2]1, predict the reactants needed to synthesize it. The reactants are: [NH:1]1[C:9]2[C:4](=[CH:5][CH:6]=[CH:7][CH:8]=2)[C:3](/[CH:10]=[CH:11]/[C:12]2[CH:20]=[CH:19][CH:18]=[CH:17][C:13]=2[C:14]([OH:16])=O)=[N:2]1.CN1CCOCC1.[NH2:28][CH2:29][C:30]1[S:31][CH:32]=[CH:33][CH:34]=1.C(Cl)CCl. (6) Given the product [Br:1][C:2]1[CH:3]=[C:4]([CH:9]([CH3:10])[C:15]([O:16][CH3:29])=[O:18])[CH:5]=[CH:6][C:7]=1[O:8][CH2:22][CH:23]1[CH2:28][CH2:27][CH2:26][CH2:25][CH2:24]1, predict the reactants needed to synthesize it. The reactants are: [Br:1][C:2]1[CH:3]=[C:4]([CH2:9][CH2:10]C(OC)=O)[CH:5]=[CH:6][C:7]=1[OH:8].[C:15](=[O:18])([O-])[O-:16].[K+].[K+].Br[CH2:22][CH:23]1[CH2:28][CH2:27][CH2:26][CH2:25][CH2:24]1.[CH3:29]N(C=O)C. (7) Given the product [Cl:29][C:18]1[C:19]([C:20]([O:22][CH3:23])=[O:21])=[CH:24][C:25]([N+:26]([O-:28])=[O:27])=[C:16]2[C:17]=1[CH:30]=[CH:31][NH:15]2, predict the reactants needed to synthesize it. The reactants are: ClC1C(C(OC)=O)=CC=C2C=1C=CN2.[NH2:15][C:16]1[C:25]([N+:26]([O-:28])=[O:27])=[CH:24][C:19]([C:20]([O:22][CH3:23])=[O:21])=[C:18]([Cl:29])[C:17]=1[C:30]#[CH:31].